Dataset: Forward reaction prediction with 1.9M reactions from USPTO patents (1976-2016). Task: Predict the product of the given reaction. (1) The product is: [CH3:17][C:13]([O:18][C:19]1[CH:24]=[CH:23][C:22]([O:25][CH2:26][CH2:27][CH2:28][C:29]#[C:30][C:2]2[CH:3]=[N:4][C:5]([C:8]([F:11])([F:10])[F:9])=[N:6][CH:7]=2)=[CH:21][C:20]=1[CH3:31])([CH3:12])[C:14]([OH:16])=[O:15]. Given the reactants Cl[C:2]1[CH:3]=[N:4][C:5]([C:8]([F:11])([F:10])[F:9])=[N:6][CH:7]=1.[CH3:12][C:13]([O:18][C:19]1[CH:24]=[CH:23][C:22]([O:25][CH2:26][CH2:27][CH2:28][C:29]#[CH:30])=[CH:21][C:20]=1[CH3:31])([CH3:17])[C:14]([OH:16])=[O:15], predict the reaction product. (2) Given the reactants [Br:1][C:2]1[C:10]2[C:5](=[N:6][CH:7]=[C:8]([C:11]3[CH:16]=[CH:15][CH:14]=[CH:13][CH:12]=3)[CH:9]=2)[NH:4][CH:3]=1.[C:17]1([CH3:27])[CH:22]=[CH:21][C:20]([S:23](Cl)(=[O:25])=[O:24])=[CH:19][CH:18]=1.ClCCl.[OH-].[Na+], predict the reaction product. The product is: [Br:1][C:2]1[C:10]2[C:5](=[N:6][CH:7]=[C:8]([C:11]3[CH:16]=[CH:15][CH:14]=[CH:13][CH:12]=3)[CH:9]=2)[N:4]([S:23]([C:20]2[CH:21]=[CH:22][C:17]([CH3:27])=[CH:18][CH:19]=2)(=[O:25])=[O:24])[CH:3]=1. (3) The product is: [OH:16][C:13]([C@H:17]1[CH2:22][CH2:21][C@H:20]([C:23]([O:25][CH3:26])=[O:24])[CH2:19][CH2:18]1)([C:9]1[S:8][CH:12]=[CH:11][N:10]=1)[CH2:14][CH3:15]. Given the reactants [Cl-].[Li+].C([Mg]Cl)(C)C.[S:8]1[CH:12]=[CH:11][N:10]=[CH:9]1.[C:13]([C@H:17]1[CH2:22][CH2:21][C@H:20]([C:23]([O:25][CH3:26])=[O:24])[CH2:19][CH2:18]1)(=[O:16])[CH2:14][CH3:15], predict the reaction product. (4) Given the reactants Cl.[CH2:2]1[C:6]2([CH2:11][CH2:10][NH:9][CH2:8][CH2:7]2)[CH2:5][CH2:4][N:3]1[CH2:12][C@@H:13]([C:15]1[CH:24]=[CH:23][C:18]2[C:19](=[O:22])[O:20][CH2:21][C:17]=2[C:16]=1[CH3:25])[OH:14].[CH3:26][C:27]1[C:35]2[CH2:34][O:33][C:32](=[O:36])[C:31]=2[CH:30]=[CH:29][C:28]=1[C@@H:37]1[CH2:39][O:38]1, predict the reaction product. The product is: [CH2:2]1[C:6]2([CH2:7][CH2:8][N:9]([CH2:39][C@@H:37]([C:28]3[CH:29]=[CH:30][C:31]4[C:32](=[O:36])[O:33][CH2:34][C:35]=4[C:27]=3[CH3:26])[OH:38])[CH2:10][CH2:11]2)[CH2:5][CH2:4][N:3]1[CH2:12][C@@H:13]([C:15]1[CH:24]=[CH:23][C:18]2[C:19](=[O:22])[O:20][CH2:21][C:17]=2[C:16]=1[CH3:25])[OH:14]. (5) Given the reactants [C:1]1([C:7]([C:14]2[CH:19]=[CH:18][C:17]([C:20]3[CH:25]=[CH:24][CH:23]=[CH:22][CH:21]=3)=[CH:16][CH:15]=2)=[CH:8][C:9]([O:11][CH2:12][CH3:13])=[O:10])[CH:6]=[CH:5][CH:4]=[CH:3][CH:2]=1, predict the reaction product. The product is: [CH3:3][CH2:2][CH2:1][CH:7]([CH3:14])[CH3:8].[C:1]1([CH:7]([C:14]2[CH:15]=[CH:16][C:17]([C:20]3[CH:25]=[CH:24][CH:23]=[CH:22][CH:21]=3)=[CH:18][CH:19]=2)[CH2:8][C:9]([O:11][CH2:12][CH3:13])=[O:10])[CH:2]=[CH:3][CH:4]=[CH:5][CH:6]=1. (6) Given the reactants [NH2:1][C:2]1[CH:7]=[CH:6][C:5]([N:8]2[CH:12]=[CH:11][N:10]([C:13]3[CH:18]=[CH:17][C:16]([O:19][C:20]4[CH:25]=[CH:24][CH:23]=[CH:22][CH:21]=4)=[CH:15][CH:14]=3)[C:9]2=[O:26])=[CH:4][CH:3]=1.[C:27]([CH2:30][NH:31][CH2:32][C:33](O)=[O:34])(=[O:29])[CH3:28], predict the reaction product. The product is: [C:27]([CH2:30][NH:31][CH2:32][C:33]([NH:1][C:2]1[CH:3]=[CH:4][C:5]([N:8]2[CH:12]=[CH:11][N:10]([C:13]3[CH:18]=[CH:17][C:16]([O:19][C:20]4[CH:25]=[CH:24][CH:23]=[CH:22][CH:21]=4)=[CH:15][CH:14]=3)[C:9]2=[O:26])=[CH:6][CH:7]=1)=[O:34])(=[O:29])[CH3:28].